Dataset: Full USPTO retrosynthesis dataset with 1.9M reactions from patents (1976-2016). Task: Predict the reactants needed to synthesize the given product. (1) Given the product [C:2]([OH:10])(=[O:1])[CH2:3][CH2:5][CH2:7][CH2:9]/[CH:11]=[CH:19]\[CH2:20]/[CH:22]=[CH:24]\[CH2:26]/[CH:28]=[CH:32]\[CH2:33][CH2:35][CH2:37][CH2:39][CH3:41], predict the reactants needed to synthesize it. The reactants are: [OH:1][CH:2]1[O:10][C@H:9]([CH2:11]O)[C@@H:7](O)[C@H:5](O)[C@H:3]1N.S(O)(O)(=O)=O.O[CH:19]1O[C@H:26]([CH2:28]O)[C@@H:24](O)[C@H:22](O)[C@H:20]1N.Cl.O[CH:32]1O[C@H:39]([CH2:41]O)[C@@H:37](O)[C@H:35](O)[C@H:33]1N.C(N[C@@H]1[C@@H](O)[C@H](O)[C@@H](CO)OC1O)(=O)C. (2) The reactants are: Br[C:2]1[C:11]2[O:10][CH:9]([CH3:12])[CH2:8][N:7]([C:13]([O:15][C:16]([CH3:19])([CH3:18])[CH3:17])=[O:14])[CH2:6][C:5]=2[S:4][CH:3]=1.[F:20][C:21]1[CH:22]=[C:23](B(O)O)[CH:24]=[CH:25][CH:26]=1.C(=O)([O-])[O-].[K+].[K+].O. Given the product [F:20][C:21]1[CH:26]=[C:25]([C:2]2[C:11]3[O:10][CH:9]([CH3:12])[CH2:8][N:7]([C:13]([O:15][C:16]([CH3:19])([CH3:18])[CH3:17])=[O:14])[CH2:6][C:5]=3[S:4][CH:3]=2)[CH:24]=[CH:23][CH:22]=1, predict the reactants needed to synthesize it.